Dataset: Full USPTO retrosynthesis dataset with 1.9M reactions from patents (1976-2016). Task: Predict the reactants needed to synthesize the given product. (1) Given the product [ClH:1].[ClH:1].[CH:16]([N:19]1[CH2:24][CH2:23][N:22]([C:2]2[N:7]=[CH:6][C:5]([C:8]3[CH:13]=[CH:12][C:11]([C:14]#[N:15])=[CH:10][CH:9]=3)=[CH:4][N:3]=2)[CH2:21][CH2:20]1)([CH3:18])[CH3:17], predict the reactants needed to synthesize it. The reactants are: [Cl:1][C:2]1[N:7]=[CH:6][C:5]([C:8]2[CH:13]=[CH:12][C:11]([C:14]#[N:15])=[CH:10][CH:9]=2)=[CH:4][N:3]=1.[CH:16]([N:19]1[CH2:24][CH2:23][NH:22][CH2:21][CH2:20]1)([CH3:18])[CH3:17]. (2) Given the product [Si:39]([O:38][CH2:34][CH2:35]/[CH:36]=[CH:37]/[C:7]1[CH:16]=[C:15]2[C:10]([C:11]([NH:19][C:20]3[CH:25]=[C:24]([O:26][CH3:27])[C:23]([Cl:28])=[CH:22][C:21]=3[Cl:29])=[C:12]([C:17]#[N:18])[CH:13]=[N:14]2)=[CH:9][C:8]=1[O:30][CH3:31])([C:42]([CH3:43])([CH3:44])[CH3:45])([CH3:40])[CH3:41], predict the reactants needed to synthesize it. The reactants are: FC(F)(F)S(O[C:7]1[CH:16]=[C:15]2[C:10]([C:11]([NH:19][C:20]3[CH:25]=[C:24]([O:26][CH3:27])[C:23]([Cl:28])=[CH:22][C:21]=3[Cl:29])=[C:12]([C:17]#[N:18])[CH:13]=[N:14]2)=[CH:9][C:8]=1[O:30][CH3:31])(=O)=O.[CH2:34]([O:38][Si:39]([C:42]([CH3:45])([CH3:44])[CH3:43])([CH3:41])[CH3:40])[CH2:35][C:36]#[CH:37].CC1(C)C(C)(C)OBO1. (3) Given the product [ClH:1].[S:2]1[CH:6]=[CH:5][C:4]2[C:7]([N:11]3[CH2:16][CH2:15][N:14]([CH2:17][CH2:18][CH2:19][O:20][C:21]4[C:28]([O:29][CH3:30])=[CH:27][C:26]([N:31]5[CH2:35][CH2:34][O:33][C:32]5=[O:36])=[CH:25][C:22]=4[CH2:23][OH:24])[CH2:13][CH2:12]3)=[CH:8][CH:9]=[CH:10][C:3]1=2, predict the reactants needed to synthesize it. The reactants are: [ClH:1].[S:2]1[CH:6]=[CH:5][C:4]2[C:7]([N:11]3[CH2:16][CH2:15][N:14]([CH2:17][CH2:18][CH2:19][O:20][C:21]4[C:28]([O:29][CH3:30])=[CH:27][C:26]([N:31]5[CH2:35][CH2:34][O:33][C:32]5=[O:36])=[CH:25][C:22]=4[CH:23]=[O:24])[CH2:13][CH2:12]3)=[CH:8][CH:9]=[CH:10][C:3]1=2.Cl.[K].[BH4-].[Na+].Cl.[OH-].[Na+]. (4) Given the product [C:11]([C:13]1[C:18](=[O:19])[N:17]([CH2:20][O:21][CH2:22][CH2:23][Si:24]([CH3:27])([CH3:26])[CH3:25])[C:16]([CH3:28])=[C:15]([C:29]([NH:31][CH2:32][C:33](=[O:36])[CH2:34][CH3:35])=[O:30])[CH:14]=1)#[N:12], predict the reactants needed to synthesize it. The reactants are: C(Cl)(=O)C(Cl)=O.CS(C)=O.[C:11]([C:13]1[C:18](=[O:19])[N:17]([CH2:20][O:21][CH2:22][CH2:23][Si:24]([CH3:27])([CH3:26])[CH3:25])[C:16]([CH3:28])=[C:15]([C:29]([NH:31][CH2:32][CH:33]([OH:36])[CH2:34][CH3:35])=[O:30])[CH:14]=1)#[N:12]. (5) Given the product [C:1]([C:5]1[CH:6]=[CH:7][C:8]([N:11]2[C:15]([CH3:16])=[C:14]([C:17]([NH:35][C:24]3[CH:25]=[N:26][C:27]([N:28]4[CH2:29][CH2:30][CH:31]([OH:34])[CH2:32][CH2:33]4)=[C:22]([C:20]#[N:21])[CH:23]=3)=[O:18])[CH:13]=[N:12]2)=[CH:9][CH:10]=1)([CH3:3])([CH3:4])[CH3:2], predict the reactants needed to synthesize it. The reactants are: [C:1]([C:5]1[CH:10]=[CH:9][C:8]([N:11]2[C:15]([CH3:16])=[C:14]([C:17](O)=[O:18])[CH:13]=[N:12]2)=[CH:7][CH:6]=1)([CH3:4])([CH3:3])[CH3:2].[C:20]([C:22]1[CH:23]=[C:24]([NH:35]C(C2C=NN(C3C=CC(OC)=CC=3)C=2C)=O)[CH:25]=[N:26][C:27]=1[N:28]1[CH2:33][CH2:32][CH:31]([OH:34])[CH2:30][CH2:29]1)#[N:21]. (6) The reactants are: [CH:1]1([CH2:7][O:8][C:9]2[C:10]([NH2:15])=[N:11][CH:12]=[CH:13][CH:14]=2)[CH2:6][CH2:5][CH2:4][CH2:3][CH2:2]1.[Br:16]N1C(=O)CCC1=O.O.C(OCC)(=O)C. Given the product [Br:16][C:13]1[CH:14]=[C:9]([O:8][CH2:7][CH:1]2[CH2:2][CH2:3][CH2:4][CH2:5][CH2:6]2)[C:10]([NH2:15])=[N:11][CH:12]=1, predict the reactants needed to synthesize it. (7) Given the product [C:30]([O:29][C:27](=[O:28])[NH:26][CH2:25][C@@H:21]1[O:22][CH2:23][CH2:24][N:19]([C:15]2[CH:16]=[CH:17][CH:18]=[C:13]([CH:11]([NH2:10])[CH3:12])[CH:14]=2)[CH2:20]1)([CH3:32])([CH3:31])[CH3:33], predict the reactants needed to synthesize it. The reactants are: C(OC(=O)[NH:10][C@H:11]([C:13]1[CH:18]=[CH:17][CH:16]=[C:15]([N:19]2[CH2:24][CH2:23][O:22][CH:21]([CH2:25][NH:26][C:27]([O:29][C:30]([CH3:33])([CH3:32])[CH3:31])=[O:28])[CH2:20]2)[CH:14]=1)[CH3:12])C1C=CC=CC=1.[H][H].